Dataset: Catalyst prediction with 721,799 reactions and 888 catalyst types from USPTO. Task: Predict which catalyst facilitates the given reaction. Product: [CH3:26][O:25][C:24]1[C:22]([OH:23])=[CH:21][CH:20]=[C:19](/[CH:18]=[CH:17]/[C:15]([CH2:14][C:12](/[CH:11]=[CH:10]/[C:5]2[CH:4]=[C:3]([O:2][CH3:1])[C:8]([OH:9])=[CH:7][CH:6]=2)=[O:13])=[O:16])[CH:27]=1.[CH:38]([NH:40][C:41]([NH:55][CH:56]=[O:28])([CH2:45][CH3:46])[C:42]([O-:44])=[O:43])=[O:39]. The catalyst class is: 529. Reactant: [CH3:1][O:2][C:3]1[C:8]([OH:9])=[CH:7][CH:6]=[C:5](/[CH:10]=[CH:11]/[C:12]([CH2:14][C:15](/[CH:17]=[CH:18]/[C:19]2[CH:27]=[C:24]([O:25][CH3:26])[C:22]([OH:23])=[CH:21][CH:20]=2)=[O:16])=[O:13])[CH:4]=1.[OH:28]N1C2C=CC=CC=2N=N1.[CH:38]([NH:40][CH:41]([CH2:45][CH3:46])[C:42]([OH:44])=[O:43])=[O:39].C1(N=C=[N:55][CH:56]2CCCCC2)CCCCC1.